Task: Predict the reaction yield, written as a fraction of the theoretical maximum amount of product (1.0 means a 100% yield; for example, 0.34 means a 34% yield).. Dataset: Reaction yield outcomes from USPTO patents with 853,638 reactions The reactants are [BH4-].[Na+].[CH3:3][O:4][C:5](=[O:28])[CH2:6][CH2:7][CH2:8][CH2:9][CH2:10][CH2:11][N:12]1[CH:17]([CH2:18][CH2:19][C:20](=[O:26])[CH2:21][CH2:22][CH2:23][CH2:24][CH3:25])[CH2:16][CH2:15][CH2:14][C:13]1=[O:27]. The catalyst is CO.C(Cl)Cl. The product is [CH3:3][O:4][C:5](=[O:28])[CH2:6][CH2:7][CH2:8][CH2:9][CH2:10][CH2:11][N:12]1[C:13](=[O:27])[CH2:14][CH2:15][CH2:16][CH:17]1[CH2:18][CH2:19][CH:20]([OH:26])[CH2:21][CH2:22][CH2:23][CH2:24][CH3:25]. The yield is 0.610.